This data is from Catalyst prediction with 721,799 reactions and 888 catalyst types from USPTO. The task is: Predict which catalyst facilitates the given reaction. (1) The catalyst class is: 194. Reactant: [CH3:1][C:2]1[C:8](=[O:9])[C:7]([O:10][CH3:11])=[C:6]([O:12][CH3:13])[C:4](=[O:5])[C:3]=1[CH2:14]/[CH:15]=[C:16](/[CH2:18][CH2:19]/[CH:20]=[C:21](/[CH2:23][CH2:24]/[CH:25]=[C:26](/[CH2:28][CH2:29]/[CH:30]=[C:31](/[CH2:33][CH2:34]/[CH:35]=[C:36](/[CH2:38][CH2:39]/[CH:40]=[C:41](/[CH2:43][CH2:44]/[CH:45]=[C:46](/[CH2:48][CH2:49]/[CH:50]=[C:51](/[CH2:53][CH2:54]/[CH:55]=[C:56](/[CH2:58][CH2:59][CH:60]=[C:61]([CH3:63])[CH3:62])\[CH3:57])\[CH3:52])\[CH3:47])\[CH3:42])\[CH3:37])\[CH3:32])\[CH3:27])\[CH3:22])\[CH3:17].O.S(S([O-])=O)([O-])=O.[Na+].[Na+]. Product: [CH3:1][C:2]1[C:8]([OH:9])=[C:7]([O:10][CH3:11])[C:6]([O:12][CH3:13])=[C:4]([OH:5])[C:3]=1[CH2:14]/[CH:15]=[C:16](/[CH2:18][CH2:19][CH:20]=[C:21]([CH3:23])[CH3:22])\[CH3:17].[CH3:1][C:2]1[C:8](=[O:9])[C:7]([O:10][CH3:11])=[C:6]([O:12][CH3:13])[C:4](=[O:5])[C:3]=1[CH2:14]/[CH:15]=[C:16](/[CH2:18][CH2:19]/[CH:20]=[C:21](/[CH2:23][CH2:24]/[CH:25]=[C:26](/[CH2:28][CH2:29]/[CH:30]=[C:31](/[CH2:33][CH2:34]/[CH:35]=[C:36](/[CH2:38][CH2:39]/[CH:40]=[C:41](/[CH2:43][CH2:44]/[CH:45]=[C:46](/[CH2:48][CH2:49]/[CH:50]=[C:51](/[CH2:53][CH2:54]/[CH:55]=[C:56](/[CH2:58][CH2:59][CH:60]=[C:61]([CH3:63])[CH3:62])\[CH3:57])\[CH3:52])\[CH3:47])\[CH3:42])\[CH3:37])\[CH3:32])\[CH3:27])\[CH3:22])\[CH3:17]. (2) Reactant: Cl[C:2]1[CH:7]=[C:6]([Cl:8])[N:5]=[CH:4][C:3]=1[C:9]([O:11][CH3:12])=[O:10].C(N(CC)CC)C.[NH2:20][NH2:21].O. Product: [Cl:8][C:6]1[CH:7]=[C:2]([NH:20][NH2:21])[C:3]([C:9]([O:11][CH3:12])=[O:10])=[CH:4][N:5]=1. The catalyst class is: 8. (3) Reactant: [CH2:1]([O:3][C:4]([C:6]1[CH:7]=[C:8]2[C:13](=[CH:14][CH:15]=1)[NH:12][CH:11]([C:16]1[CH:21]=[CH:20][CH:19]=[C:18]([N+:22]([O-:24])=[O:23])[CH:17]=1)[C:10]([CH3:26])([CH3:25])[CH:9]2O)=[O:5])[CH3:2].C([SiH](CC)CC)C. Product: [CH2:1]([O:3][C:4]([C:6]1[CH:7]=[C:8]2[C:13](=[CH:14][CH:15]=1)[NH:12][CH:11]([C:16]1[CH:21]=[CH:20][CH:19]=[C:18]([N+:22]([O-:24])=[O:23])[CH:17]=1)[C:10]([CH3:25])([CH3:26])[CH2:9]2)=[O:5])[CH3:2]. The catalyst class is: 55. (4) Reactant: [N+:1]([C:4]1[CH:9]=[CH:8][CH:7]=[CH:6][C:5]=1[N:10]1[CH:14]=[CH:13][CH:12]=[C:11]1[CH:15]=[CH:16][CH:17]1OCC[O:18]1)([O-:3])=[O:2].Cl. Product: [N+:1]([C:4]1[CH:9]=[CH:8][CH:7]=[CH:6][C:5]=1[N:10]1[CH:14]=[CH:13][CH:12]=[C:11]1[CH:15]=[CH:16][CH:17]=[O:18])([O-:3])=[O:2]. The catalyst class is: 27. (5) Reactant: C([O:3][C:4]([C:6]1[CH:7]=[N:8][N:9]([C:11]2[N:19]=[C:18]3[C:14]([N:15]=[CH:16][N:17]3[C@@H:20]3[CH2:24][C@H:23]([NH:25][C:26](=[O:29])[CH2:27][CH3:28])[C@@H:22]([OH:30])[C@H:21]3[OH:31])=[C:13]([NH:32][CH2:33][CH:34]([C:41]3[CH:46]=[CH:45][CH:44]=[CH:43][CH:42]=3)[C:35]3[CH:40]=[CH:39][CH:38]=[CH:37][CH:36]=3)[N:12]=2)[CH:10]=1)=[O:5])C.[OH-].[K+]. Product: [OH:31][C@@H:21]1[C@H:22]([OH:30])[C@@H:23]([NH:25][C:26](=[O:29])[CH2:27][CH3:28])[CH2:24][C@H:20]1[N:17]1[CH:16]=[N:15][C:14]2[C:18]1=[N:19][C:11]([N:9]1[CH:10]=[C:6]([C:4]([OH:5])=[O:3])[CH:7]=[N:8]1)=[N:12][C:13]=2[NH:32][CH2:33][CH:34]([C:41]1[CH:42]=[CH:43][CH:44]=[CH:45][CH:46]=1)[C:35]1[CH:40]=[CH:39][CH:38]=[CH:37][CH:36]=1. The catalyst class is: 72. (6) Reactant: [Cl:1][C:2]1[CH:25]=[CH:24][C:5]([CH2:6][NH:7][C:8]([C:10]2[C:11](=[O:23])[C:12]3[S:19][C:18]([CH2:20]Cl)=[C:17]([CH3:22])[C:13]=3[N:14]([CH3:16])[CH:15]=2)=[O:9])=[CH:4][CH:3]=1.[CH3:26][N:27]([CH2:29][C:30]1[CH:35]=[CH:34][C:33]([CH:36]([OH:40])[CH2:37][NH:38][CH3:39])=[CH:32][CH:31]=1)[CH3:28].C(N(C(C)C)CC)(C)C. Product: [Cl:1][C:2]1[CH:3]=[CH:4][C:5]([CH2:6][NH:7][C:8]([C:10]2[C:11](=[O:23])[C:12]3[S:19][C:18]([CH2:20][N:38]([CH2:37][CH:36]([C:33]4[CH:32]=[CH:31][C:30]([CH2:29][N:27]([CH3:26])[CH3:28])=[CH:35][CH:34]=4)[OH:40])[CH3:39])=[C:17]([CH3:22])[C:13]=3[N:14]([CH3:16])[CH:15]=2)=[O:9])=[CH:24][CH:25]=1. The catalyst class is: 18. (7) Reactant: Cl.O1CCOCC1.C(OC([N:15]1[CH2:19][CH:18]=[C:17]([C:20]2[CH2:21][CH2:22][N:23]([C:26]([C:28]3[N:29]=[C:30]4[C:35]([C:36]([F:39])([F:38])[F:37])=[CH:34][C:33]([C:40]5[CH:44]=[CH:43][O:42][CH:41]=5)=[CH:32][N:31]4[C:45]=3[Cl:46])=[O:27])[CH2:24][CH:25]=2)[CH2:16]1)=O)(C)(C)C. Product: [Cl:46][C:45]1[N:31]2[CH:32]=[C:33]([C:40]3[CH:44]=[CH:43][O:42][CH:41]=3)[CH:34]=[C:35]([C:36]([F:38])([F:39])[F:37])[C:30]2=[N:29][C:28]=1[C:26]([N:23]1[CH2:22][CH:21]=[C:20]([C:17]2[CH2:16][NH:15][CH2:19][CH:18]=2)[CH2:25][CH2:24]1)=[O:27]. The catalyst class is: 1. (8) Reactant: [Br:1][C:2]1[CH:3]=[C:4]([S:9](Cl)(=[O:11])=[O:10])[CH:5]=[N:6][C:7]=1[Cl:8].[CH3:13][NH:14][CH3:15]. Product: [Br:1][C:2]1[CH:3]=[C:4]([S:9]([N:14]([CH3:15])[CH3:13])(=[O:11])=[O:10])[CH:5]=[N:6][C:7]=1[Cl:8]. The catalyst class is: 5. (9) Reactant: [Cl:1][C:2]1[CH:3]=[C:4]2[C:9](=[CH:10][C:11]=1[O:12][C:13]1[CH:18]=[CH:17][C:16]([C:19](=[O:34])[NH:20][C:21]3[CH:26]=[CH:25][CH:24]=[C:23]([C:27]4[CH:32]=[CH:31][CH:30]=[CH:29][C:28]=4[Cl:33])[N:22]=3)=[CH:15][CH:14]=1)[O:8][CH2:7][CH2:6][CH:5]2[C:35]([O:37]CC)=[O:36].[OH-].[Na+]. Product: [Cl:1][C:2]1[CH:3]=[C:4]2[C:9](=[CH:10][C:11]=1[O:12][C:13]1[CH:14]=[CH:15][C:16]([C:19](=[O:34])[NH:20][C:21]3[CH:26]=[CH:25][CH:24]=[C:23]([C:27]4[CH:32]=[CH:31][CH:30]=[CH:29][C:28]=4[Cl:33])[N:22]=3)=[CH:17][CH:18]=1)[O:8][CH2:7][CH2:6][CH:5]2[C:35]([OH:37])=[O:36]. The catalyst class is: 219. (10) Reactant: Br[C:2]1[CH:3]=[CH:4][C:5]2[N:6]([CH2:15][CH:16]([CH3:18])[CH3:17])[C:7]3[C:12]([C:13]=2[CH:14]=1)=[CH:11][CH:10]=[CH:9][CH:8]=3.[Li]CCCC.C(O[B:28]1[O:32][C:31]([CH3:34])([CH3:33])[C:30]([CH3:36])([CH3:35])[O:29]1)(C)C. Product: [CH3:17][CH:16]([CH3:18])[CH2:15][N:6]1[C:5]2[CH:4]=[CH:3][C:2]([B:28]3[O:32][C:31]([CH3:34])([CH3:33])[C:30]([CH3:36])([CH3:35])[O:29]3)=[CH:14][C:13]=2[C:12]2[C:7]1=[CH:8][CH:9]=[CH:10][CH:11]=2. The catalyst class is: 1.